Dataset: Catalyst prediction with 721,799 reactions and 888 catalyst types from USPTO. Task: Predict which catalyst facilitates the given reaction. (1) Reactant: [Br:1][C:2]1[CH:3]=[C:4]2[C:9](=[CH:10][CH:11]=1)[CH:8]([OH:12])[CH2:7][CH2:6][CH2:5]2.[C:13]1(O)[CH:18]=[CH:17][CH:16]=[CH:15][CH:14]=1.C1(P(C2C=CC=CC=2)C2C=CC=CC=2)C=CC=CC=1.N(C(OC(C)C)=O)=NC(OC(C)C)=O. Product: [Br:1][C:2]1[CH:3]=[C:4]2[C:9](=[CH:10][CH:11]=1)[CH:8]([O:12][C:13]1[CH:18]=[CH:17][CH:16]=[CH:15][CH:14]=1)[CH2:7][CH2:6][CH2:5]2. The catalyst class is: 7. (2) Reactant: [CH2:1]([Si:4]([CH3:7])([CH3:6])[CH3:5])[CH:2]=[CH2:3].[C:8]1(=[O:14])[O:13][C:11](=[O:12])[CH:10]=[CH:9]1.[C:15]([O:19][C:20](=[O:23])[CH:21]=[CH2:22])([CH3:18])([CH3:17])[CH3:16].[C:24]([OH:28])(=[O:27])[CH:25]=[CH2:26].N(C(C)(CC)C#N)=NC(C)(CC)C#N. Product: [CH2:1]([Si:4]([CH3:7])([CH3:6])[CH3:5])[CH:2]=[CH2:3].[C:11]1(=[O:12])[O:13][C:8](=[O:14])[CH:9]=[CH:10]1.[C:15]([O:19][C:20](=[O:23])[CH:21]=[CH2:22])([CH3:18])([CH3:17])[CH3:16].[C:24]([OH:28])(=[O:27])[CH:25]=[CH2:26]. The catalyst class is: 7.